This data is from Reaction yield outcomes from USPTO patents with 853,638 reactions. The task is: Predict the reaction yield, written as a fraction of the theoretical maximum amount of product (1.0 means a 100% yield; for example, 0.34 means a 34% yield). (1) The reactants are [NH2:1][C:2]1[CH:3]=[CH:4][C:5]([F:25])=[C:6]([CH:24]=1)[C:7]([NH:9][CH2:10][CH:11]([OH:23])[CH2:12][N:13]1[CH2:22][CH2:21][C:20]2[C:15](=[CH:16][CH:17]=[CH:18][CH:19]=2)[CH2:14]1)=[O:8].[O:26]1[CH2:31][CH2:30][C:29](=O)[CH2:28][CH2:27]1.CC(O)=O.[BH3-]C#N.[Na+]. The catalyst is CO. The product is [CH2:14]1[C:15]2[C:20](=[CH:19][CH:18]=[CH:17][CH:16]=2)[CH2:21][CH2:22][N:13]1[CH2:12][CH:11]([OH:23])[CH2:10][NH:9][C:7](=[O:8])[C:6]1[CH:24]=[C:2]([NH:1][CH:29]2[CH2:30][CH2:31][O:26][CH2:27][CH2:28]2)[CH:3]=[CH:4][C:5]=1[F:25]. The yield is 0.175. (2) The reactants are [C:1]([C:3]1[C:4]([CH2:21][CH:22]([CH3:24])[CH3:23])=[N:5][C:6]([CH3:20])=[C:7]([C:12]=1[C:13]1[CH:18]=[CH:17][C:16]([CH3:19])=[CH:15][CH:14]=1)[C:8]([O:10][CH3:11])=[O:9])#[N:2].N.O1CCCC1.[H][H]. The catalyst is [Ni].CO. The product is [NH2:2][CH2:1][C:3]1[C:4]([CH2:21][CH:22]([CH3:24])[CH3:23])=[N:5][C:6]([CH3:20])=[C:7]([C:12]=1[C:13]1[CH:14]=[CH:15][C:16]([CH3:19])=[CH:17][CH:18]=1)[C:8]([O:10][CH3:11])=[O:9]. The yield is 0.950. (3) The reactants are [C:1]([NH:8][C@H:9]([C:25]([OH:27])=O)[CH2:10][C:11]1[CH:16]=[CH:15][C:14]([O:17][C:18]([O:20][C:21]([CH3:24])([CH3:23])[CH3:22])=[O:19])=[CH:13][CH:12]=1)([O:3][C:4]([CH3:7])([CH3:6])[CH3:5])=[O:2].CC[N:30](C(C)C)C(C)C.C(OC(Cl)=O)C(C)C.N.C(O)(C)C. The catalyst is C1COCC1. The product is [C:21]([O:20][C:18](=[O:19])[O:17][C:14]1[CH:15]=[CH:16][C:11]([CH2:10][C@H:9]([NH:8][C:1]([O:3][C:4]([CH3:7])([CH3:6])[CH3:5])=[O:2])[C:25](=[O:27])[NH2:30])=[CH:12][CH:13]=1)([CH3:24])([CH3:23])[CH3:22]. The yield is 0.620. (4) The reactants are [Br:1][C:2]1[N:6]=[C:5](Br)[N:4]([CH2:8][C:9]2[CH:14]=[CH:13][C:12]([O:15][CH3:16])=[CH:11][CH:10]=2)[N:3]=1.[NH:17]1[CH2:21][CH2:20][CH2:19][CH2:18]1. The catalyst is CN(C)C=O. The product is [Br:1][C:2]1[N:6]=[C:5]([N:17]2[CH2:21][CH2:20][CH2:19][CH2:18]2)[N:4]([CH2:8][C:9]2[CH:14]=[CH:13][C:12]([O:15][CH3:16])=[CH:11][CH:10]=2)[N:3]=1. The yield is 0.493. (5) The reactants are [CH3:1][O:2][CH2:3][C:4]1[CH:5]=[C:6]([N:13]2[CH2:18][CH2:17][O:16][CH2:15][CH2:14]2)[CH:7]=[C:8]([N+:10]([O-])=O)[CH:9]=1.[H][H]. The catalyst is C(O)C.[Pt](=O)=O. The product is [CH3:1][O:2][CH2:3][C:4]1[CH:9]=[C:8]([CH:7]=[C:6]([N:13]2[CH2:18][CH2:17][O:16][CH2:15][CH2:14]2)[CH:5]=1)[NH2:10]. The yield is 1.00. (6) The reactants are [NH2:1][CH:2]1[CH2:7][CH2:6][CH2:5][N:4]([CH2:8][CH3:9])[CH2:3]1.[Br:10][C:11]1[CH:16]=[CH:15][C:14]([S:17](Cl)(=[O:19])=[O:18])=[CH:13][CH:12]=1. The catalyst is C(Cl)Cl. The product is [Br:10][C:11]1[CH:16]=[CH:15][C:14]([S:17]([NH:1][CH:2]2[CH2:7][CH2:6][CH2:5][N:4]([CH2:8][CH3:9])[CH2:3]2)(=[O:19])=[O:18])=[CH:13][CH:12]=1. The yield is 0.930. (7) The reactants are [N:1]1[CH:6]=[CH:5][CH:4]=[CH:3][C:2]=1[N:7]([CH2:30][CH2:31][C:32]([NH:34][S:35]([CH3:38])(=[O:37])=[O:36])=[O:33])[C:8]([C:10]1[CH:29]=[CH:28][C:13]2[N:14]([CH3:27])[C:15]([CH2:17][NH:18][C:19]3[CH:24]=[CH:23][C:22]([C:25]#[N:26])=[CH:21][CH:20]=3)=[N:16][C:12]=2[CH:11]=1)=[O:9].[NH2:39][OH:40].ClCCl.C(O)C. The catalyst is C(O)(=O)C. The product is [N:1]1[CH:6]=[CH:5][CH:4]=[CH:3][C:2]=1[N:7]([CH2:30][CH2:31][C:32]([NH:34][S:35]([CH3:38])(=[O:36])=[O:37])=[O:33])[C:8]([C:10]1[CH:29]=[CH:28][C:13]2[N:14]([CH3:27])[C:15]([CH2:17][NH:18][C:19]3[CH:20]=[CH:21][C:22]([C:25](=[NH:26])[NH:39][OH:40])=[CH:23][CH:24]=3)=[N:16][C:12]=2[CH:11]=1)=[O:9]. The yield is 0.270. (8) The reactants are C([N:8]1[CH2:12][CH2:11][C@@H:10]([C:13]([OH:15])=O)[CH2:9]1)(OC(C)(C)C)=O.CN(C(ON1N=NC2C=CC=CC1=2)=[N+](C)C)C.F[P-](F)(F)(F)(F)F.CCN(C(C)C)C(C)C.[S:49]1[CH:53]=[CH:52][N:51]=[C:50]1[C:54](=[N:56]O)[NH2:55]. The catalyst is CN(C=O)C. The product is [NH:8]1[CH2:12][CH2:11][C@@H:10]([C:13]2[O:15][N:56]=[C:54]([C:50]3[S:49][CH:53]=[CH:52][N:51]=3)[N:55]=2)[CH2:9]1. The yield is 0.660. (9) The reactants are [Si]([O:18][CH2:19][C:20]1[S:24][C:23]([C:25](=O)[CH2:26][CH2:27][C:28](=O)[CH:29]([C:37]2[CH:42]=[CH:41][C:40]([S:43]([CH3:46])(=[O:45])=[O:44])=[CH:39][CH:38]=2)[CH2:30][CH:31]2[CH2:36][CH2:35][O:34][CH2:33][CH2:32]2)=[N:22][N:21]=1)(C(C)(C)C)(C1C=CC=CC=1)C1C=CC=CC=1.C([O-])(=O)C.[NH4+:53].C(=O)([O-])O.[Na+].[F-].C([N+](CCCC)(CCCC)CCCC)CCC. The catalyst is C(O)(=O)C.C(OCC)(=O)C.O1CCCC1. The product is [CH3:46][S:43]([C:40]1[CH:41]=[CH:42][C:37]([CH:29]([C:28]2[NH:53][C:25]([C:23]3[S:24][C:20]([CH2:19][OH:18])=[N:21][N:22]=3)=[CH:26][CH:27]=2)[CH2:30][CH:31]2[CH2:36][CH2:35][O:34][CH2:33][CH2:32]2)=[CH:38][CH:39]=1)(=[O:45])=[O:44]. The yield is 0.810. (10) The reactants are [C:1]([C:3]1[CH:13]=[CH:12][C:6]([C:7]([O:9][CH2:10][CH3:11])=[O:8])=[CH:5][C:4]=1[NH:14][CH2:15][CH:16]([CH3:18])[CH3:17])#[N:2].[Br:19]N1C(=O)CCC1=O. The catalyst is CN(C=O)C.O. The product is [Br:19][C:12]1[CH:13]=[C:3]([C:1]#[N:2])[C:4]([NH:14][CH2:15][CH:16]([CH3:17])[CH3:18])=[CH:5][C:6]=1[C:7]([O:9][CH2:10][CH3:11])=[O:8]. The yield is 0.720.